From a dataset of Catalyst prediction with 721,799 reactions and 888 catalyst types from USPTO. Predict which catalyst facilitates the given reaction. (1) Reactant: Br[C:2]1[CH:3]=[C:4]([O:12][CH2:13][C:14]2[CH:19]=[CH:18][C:17]([O:20][CH3:21])=[CH:16][CH:15]=2)[C:5]2[N:6]([CH:8]=[C:9]([CH3:11])[N:10]=2)[CH:7]=1.[OH:22][C:23]1[CH:28]=[CH:27][CH:26]=[CH:25][N:24]=1.P([O-])([O-])([O-])=O.[K+].[K+].[K+].CNCCNC. Product: [CH3:11][C:9]1[N:10]=[C:5]2[C:4]([O:12][CH2:13][C:14]3[CH:19]=[CH:18][C:17]([O:20][CH3:21])=[CH:16][CH:15]=3)=[CH:3][C:2]([N:24]3[CH:25]=[CH:26][CH:27]=[CH:28][C:23]3=[O:22])=[CH:7][N:6]2[CH:8]=1. The catalyst class is: 185. (2) Reactant: [Cl:1][C:2]1[C:7]([O:8][CH3:9])=[CH:6][C:5]([N:10]2[CH2:15][CH2:14][N:13]([C:16](=[O:29])[CH2:17][N:18]3[C:22]4=[N:23][CH:24]=[CH:25][CH:26]=[C:21]4[C:20]([C:27]#[N:28])=[N:19]3)[C@@H:12]([CH3:30])[CH2:11]2)=[C:4]([F:31])[CH:3]=1.[NH2:32][OH:33].Cl. Product: [Cl:1][C:2]1[C:7]([O:8][CH3:9])=[CH:6][C:5]([N:10]2[CH2:15][CH2:14][N:13]([C:16](=[O:29])[CH2:17][N:18]3[C:22]4=[N:23][CH:24]=[CH:25][CH:26]=[C:21]4[C:20]([C:27]([NH:32][OH:33])=[NH:28])=[N:19]3)[CH:12]([CH3:30])[CH2:11]2)=[C:4]([F:31])[CH:3]=1. The catalyst class is: 8.